This data is from Full USPTO retrosynthesis dataset with 1.9M reactions from patents (1976-2016). The task is: Predict the reactants needed to synthesize the given product. (1) Given the product [CH2:1]([O:3][C:4](=[O:62])[CH2:5][CH2:6][NH:7][C:8]([C@:10]12[CH2:48][CH2:47][C@@H:46]([C:49]([CH2:51][N:52]([CH3:61])[C:53](=[O:60])[CH2:54][CH2:55][C:56]([O:58][CH3:59])=[O:57])=[CH2:50])[C@@H:11]1[C@@H:12]1[C@@:25]([CH3:28])([CH2:26][CH2:27]2)[C@@:24]2([CH3:29])[C@@H:15]([C@:16]3([CH3:45])[C@@H:21]([CH2:22][CH2:23]2)[C:20]([CH3:30])([CH3:31])[C:19]([C:32]2[CH:33]=[CH:34][C:35]([C:36]([OH:38])=[O:37])=[CH:43][CH:44]=2)=[CH:18][CH2:17]3)[CH2:14][CH2:13]1)=[O:9])[CH3:2], predict the reactants needed to synthesize it. The reactants are: [CH2:1]([O:3][C:4](=[O:62])[CH2:5][CH2:6][NH:7][C:8]([C@:10]12[CH2:48][CH2:47][C@@H:46]([C:49]([CH2:51][N:52]([CH3:61])[C:53](=[O:60])[CH2:54][CH2:55][C:56]([O:58][CH3:59])=[O:57])=[CH2:50])[C@@H:11]1[C@@H:12]1[C@@:25]([CH3:28])([CH2:26][CH2:27]2)[C@@:24]2([CH3:29])[C@@H:15]([C@:16]3([CH3:45])[C@@H:21]([CH2:22][CH2:23]2)[C:20]([CH3:31])([CH3:30])[C:19]([C:32]2[CH:44]=[CH:43][C:35]([C:36]([O:38]C(C)(C)C)=[O:37])=[CH:34][CH:33]=2)=[CH:18][CH2:17]3)[CH2:14][CH2:13]1)=[O:9])[CH3:2].C(O)(C(F)(F)F)=O. (2) Given the product [CH3:1][O:2][C:3]([C:5]1[S:6][C:7]([C:20]2[C:21]([NH2:27])=[N:22][CH:23]=[C:24]([C:33]3[CH:32]=[CH:31][CH:30]=[C:29]([Cl:28])[CH:34]=3)[CH:25]=2)=[CH:8][C:9]=1[O:10][CH:11]([C:13]1[CH:18]=[CH:17][CH:16]=[CH:15][C:14]=1[Cl:19])[CH3:12])=[O:4], predict the reactants needed to synthesize it. The reactants are: [CH3:1][O:2][C:3]([C:5]1[S:6][C:7]([C:20]2[C:21]([NH2:27])=[N:22][CH:23]=[C:24](Br)[CH:25]=2)=[CH:8][C:9]=1[O:10][CH:11]([C:13]1[CH:18]=[CH:17][CH:16]=[CH:15][C:14]=1[Cl:19])[CH3:12])=[O:4].[Cl:28][C:29]1[CH:30]=[C:31](B(O)O)[CH:32]=[CH:33][CH:34]=1.C([O-])([O-])=O.[K+].[K+]. (3) The reactants are: [O:1]=[C:2]1[N:6]([C:7]2[CH:12]=[CH:11][C:10]([C:13]3[CH2:14][CH2:15][CH2:16][N:17]([C:19](=[O:25])[CH2:20][O:21]C(=O)C)[CH:18]=3)=[C:9]([F:26])[CH:8]=2)[CH2:5][C@H:4]([CH2:27][NH:28][C:29](=[O:31])[CH3:30])[O:3]1.C(=O)([O-])[O-].[K+].[K+].Cl. Given the product [OH:21][CH2:20][C:19]([N:17]1[CH:18]=[C:13]([C:10]2[CH:11]=[CH:12][C:7]([N:6]3[CH2:5][C@H:4]([CH2:27][NH:28][C:29](=[O:31])[CH3:30])[O:3][C:2]3=[O:1])=[CH:8][C:9]=2[F:26])[CH2:14][CH2:15][CH2:16]1)=[O:25], predict the reactants needed to synthesize it. (4) Given the product [N:31]1[CH:32]=[CH:33][CH:34]=[CH:35][C:30]=1[C:29]1[C:25]([C:18]2[C:19]3[C:24](=[CH:23][CH:22]=[CH:21][CH:20]=3)[NH:16][CH:17]=2)=[C:26]2[CH2:38][CH2:37][CH2:36][N:27]2[N:28]=1, predict the reactants needed to synthesize it. The reactants are: C(=O)([O-])[O-].[K+].[K+].C1(S([N:16]2[C:24]3[C:19](=[CH:20][CH:21]=[CH:22][CH:23]=3)[C:18]([C:25]3[C:29]([C:30]4[CH:35]=[CH:34][CH:33]=[CH:32][N:31]=4)=[N:28][N:27]4[CH2:36][CH2:37][CH2:38][C:26]=34)=[CH:17]2)(=O)=O)C=CC=CC=1.CO.O. (5) Given the product [C:1]([N:4]1[CH2:7][CH:6]([C:8]2[CH:9]=[C:10]3[C:16]([C:17]([NH2:19])=[O:18])=[N:15][N:14]([C:20]4[CH:25]=[CH:24][CH:23]=[C:22]([C:33]#[C:32][C@:34]5([OH:41])[CH2:38][CH2:37][N:36]([CH3:39])[C:35]5=[O:40])[CH:21]=4)[C:11]3=[N:12][CH:13]=2)[CH2:5]1)(=[O:3])[CH3:2], predict the reactants needed to synthesize it. The reactants are: [C:1]([N:4]1[CH2:7][CH:6]([C:8]2[CH:9]=[C:10]3[C:16]([C:17]([NH2:19])=[O:18])=[N:15][N:14]([C:20]4[CH:25]=[CH:24][CH:23]=[C:22](Br)[CH:21]=4)[C:11]3=[N:12][CH:13]=2)[CH2:5]1)(=[O:3])[CH3:2].CN(C=O)C.[C:32]([C@:34]1([OH:41])[CH2:38][CH2:37][N:36]([CH3:39])[C:35]1=[O:40])#[CH:33].